This data is from Retrosynthesis with 50K atom-mapped reactions and 10 reaction types from USPTO. The task is: Predict the reactants needed to synthesize the given product. (1) Given the product Cc1ccc(C(=O)NC2CC2)cc1-n1cnc2ccc(N3CCN(CC(=O)O)CC3)cc2c1=O, predict the reactants needed to synthesize it. The reactants are: Cc1ccc(C(=O)NC2CC2)cc1-n1cnc2ccc(N3CCN(CC(=O)OC(C)(C)C)CC3)cc2c1=O. (2) Given the product O=C(O)c1cc(F)ccc1NCc1ccncc1, predict the reactants needed to synthesize it. The reactants are: Nc1ccc(F)cc1C(=O)O.O=Cc1ccncc1. (3) Given the product CCNC(=O)Nc1nc2cc(-c3cnc(N4CCC(C)(C(=O)OCC)CC4)nc3)cc(C#Cc3cncn3C)c2s1, predict the reactants needed to synthesize it. The reactants are: C#Cc1cncn1C.CCNC(=O)Nc1nc2cc(-c3cnc(N4CCC(C)(C(=O)OCC)CC4)nc3)cc(Br)c2s1. (4) The reactants are: CCOC(=O)Cn1nc(-c2ccccc2)nc1CCc1nc2c(OC)ccc(C)n2n1. Given the product COc1ccc(C)n2nc(CCc3nc(-c4ccccc4)nn3CCO)nc12, predict the reactants needed to synthesize it.